Predict the reactants needed to synthesize the given product. From a dataset of Full USPTO retrosynthesis dataset with 1.9M reactions from patents (1976-2016). (1) Given the product [CH3:20][N:21]1[CH2:26][CH2:25][N:24]([CH2:2][C:3]2[N:4]3[CH:10]=[C:9]([C:11]4[CH:16]=[CH:15][CH:14]=[CH:13][C:12]=4[N+:17]([O-:19])=[O:18])[N:8]=[C:5]3[S:6][CH:7]=2)[CH2:23][CH2:22]1, predict the reactants needed to synthesize it. The reactants are: Cl[CH2:2][C:3]1[N:4]2[CH:10]=[C:9]([C:11]3[CH:16]=[CH:15][CH:14]=[CH:13][C:12]=3[N+:17]([O-:19])=[O:18])[N:8]=[C:5]2[S:6][CH:7]=1.[CH3:20][N:21]1[CH2:26][CH2:25][NH:24][CH2:23][CH2:22]1. (2) Given the product [CH:1]1([C:4]2[CH:5]=[CH:6][C:7]([NH:14][C:15]3[CH:16]=[C:17]4[C:21](=[CH:22][CH:23]=3)[N:20]([CH2:24][C:25]3[CH:30]=[CH:29][C:28]([N:33]([CH3:34])[CH3:32])=[CH:27][CH:26]=3)[CH:19]=[CH:18]4)=[C:8]([CH:13]=2)[C:9]([O:11][CH3:12])=[O:10])[CH2:3][CH2:2]1, predict the reactants needed to synthesize it. The reactants are: [CH:1]1([C:4]2[CH:5]=[CH:6][C:7]([NH:14][C:15]3[CH:16]=[C:17]4[C:21](=[CH:22][CH:23]=3)[N:20]([CH2:24][C:25]3[CH:30]=[CH:29][C:28](I)=[CH:27][CH:26]=3)[CH:19]=[CH:18]4)=[C:8]([CH:13]=2)[C:9]([O:11][CH3:12])=[O:10])[CH2:3][CH2:2]1.[CH3:32][NH:33][CH3:34].C(=O)([O-])[O-].[Cs+].[Cs+].O1CCOCC1. (3) Given the product [CH2:13]([C:15]1[N:16]=[C:17]([CH3:43])[N:18]([C:37]2[CH:42]=[CH:41][CH:40]=[CH:39][CH:38]=2)[C:19](=[O:36])[C:20]=1[CH2:21][C:22]1[CH:23]=[CH:24][C:25]([C:28]2[CH:33]=[CH:32][CH:31]=[CH:30][C:29]=2[C:34]2[NH:3][C:4](=[O:7])[O:5][N:35]=2)=[CH:26][CH:27]=1)[CH3:14], predict the reactants needed to synthesize it. The reactants are: [Cl-].O[NH3+:3].[C:4](=[O:7])([O-])[OH:5].[Na+].CS(C)=O.[CH2:13]([C:15]1[N:16]=[C:17]([CH3:43])[N:18]([C:37]2[CH:42]=[CH:41][CH:40]=[CH:39][CH:38]=2)[C:19](=[O:36])[C:20]=1[CH2:21][C:22]1[CH:27]=[CH:26][C:25]([C:28]2[C:29]([C:34]#[N:35])=[CH:30][CH:31]=[CH:32][CH:33]=2)=[CH:24][CH:23]=1)[CH3:14]. (4) Given the product [Cl:1][C:2]1[CH:28]=[CH:27][C:5]([CH2:6][NH:7][C:8]([C:10]2[C:11](=[O:26])[C:12]3[CH:18]=[C:17]([CH2:19][N:20]4[CH2:21][CH2:22][O:23][CH2:24][CH2:25]4)[S:16][C:13]=3[N:14]([CH:36]([CH3:38])[CH3:37])[CH:15]=2)=[O:9])=[CH:4][CH:3]=1, predict the reactants needed to synthesize it. The reactants are: [Cl:1][C:2]1[CH:28]=[CH:27][C:5]([CH2:6][NH:7][C:8]([C:10]2[C:11]([OH:26])=[C:12]3[CH:18]=[C:17]([CH2:19][N:20]4[CH2:25][CH2:24][O:23][CH2:22][CH2:21]4)[S:16][C:13]3=[N:14][CH:15]=2)=[O:9])=[CH:4][CH:3]=1.C(=O)([O-])[O-].[K+].[K+].Br[CH:36]([CH3:38])[CH3:37].O. (5) Given the product [NH2:31][CH:27]1[CH2:26][CH2:25][CH2:24][C:23]2[N:22]=[C:21]([CH2:20][CH2:19][OH:18])[N:30]=[CH:29][C:28]1=2, predict the reactants needed to synthesize it. The reactants are: [Si]([O:18][CH2:19][CH2:20][C:21]1[N:30]=[CH:29][C:28]2[CH:27]([NH2:31])[CH2:26][CH2:25][CH2:24][C:23]=2[N:22]=1)(C(C)(C)C)(C1C=CC=CC=1)C1C=CC=CC=1.CCCC[N+](CCCC)(CCCC)CCCC.[F-].CCOC(C)=O.CCOC(C)=O.CO. (6) Given the product [CH2:1]([O:3][C@H:4]1[CH2:8][N:7]([C:9]2[CH:36]=[CH:11][CH:12]=[CH:13][N:14]=2)[CH2:6][C@H:5]1[NH:15][C:16]1[C:21]([CH2:22][CH3:23])=[N:20][C:19]([C:24]2[C:25]([CH3:32])=[N:26][C:27]([O:30][CH3:31])=[CH:28][CH:29]=2)=[C:18]([CH2:33][CH3:34])[N:17]=1)[CH3:2], predict the reactants needed to synthesize it. The reactants are: [CH2:1]([O:3][C@H:4]1[CH2:8][N:7]([C:9]2[N:14]=[CH:13][CH:12]=[CH:11]N=2)[CH2:6][C@H:5]1[NH:15][C:16]1[C:21]([CH2:22][CH3:23])=[N:20][C:19]([C:24]2[C:25]([CH3:32])=[N:26][C:27]([O:30][CH3:31])=[CH:28][CH:29]=2)=[C:18]([CH2:33][CH3:34])[N:17]=1)[CH3:2].Br[C:36]1C=CC=CN=1. (7) Given the product [OH-:5].[Na+:81].[C:65]([C:62]1[CH:61]=[CH:60][C:59]([O:58][P:24]2([O:48][C:49]3[CH:50]=[CH:51][C:52]([C:55]([O-:57])=[O:56])=[CH:53][CH:54]=3)[N:23]=[P:22]([O:68][C:69]3[CH:70]=[CH:71][C:72]([C:75]([O-:77])=[O:76])=[CH:73][CH:74]=3)([O:21][C:20]3[CH:19]=[CH:18][C:17]([C:14]([O-:16])=[O:15])=[CH:79][CH:78]=3)[N:27]=[P:26]([O:38][C:39]3[CH:44]=[CH:43][C:42]([C:45]([O-:47])=[O:46])=[CH:41][CH:40]=3)([O:28][C:29]3[CH:34]=[CH:33][C:32]([C:35]([O-:37])=[O:36])=[CH:31][CH:30]=3)[N:25]=2)=[CH:64][CH:63]=1)([O-:67])=[O:66].[Na+:81].[Na+:81].[Na+:81].[Na+:81].[Na+:81].[Na+:81], predict the reactants needed to synthesize it. The reactants are: C(O)(=O)C1C(=CC=CC=1)C([O-])=[O:5].[K+].[C:14]([C:17]1[CH:79]=[CH:78][C:20]([O:21][P:22]2([O:68][C:69]3[CH:74]=[CH:73][C:72]([C:75]([OH:77])=[O:76])=[CH:71][CH:70]=3)[N:27]=[P:26]([O:38][C:39]3[CH:44]=[CH:43][C:42]([C:45]([OH:47])=[O:46])=[CH:41][CH:40]=3)([O:28][C:29]3[CH:34]=[CH:33][C:32]([C:35]([OH:37])=[O:36])=[CH:31][CH:30]=3)[N:25]=[P:24]([O:58][C:59]3[CH:64]=[CH:63][C:62]([C:65]([OH:67])=[O:66])=[CH:61][CH:60]=3)([O:48][C:49]3[CH:54]=[CH:53][C:52]([C:55]([OH:57])=[O:56])=[CH:51][CH:50]=3)[N:23]=2)=[CH:19][CH:18]=1)([OH:16])=[O:15].[OH-].[Na+:81]. (8) Given the product [CH:44]([N:47]([CH:51]([CH3:53])[CH3:52])[CH2:48][CH2:49][NH:50][C:36]([NH:20][C:19]1[CH:21]=[CH:22][C:16]([O:15][C:6]2[C:5]3[C:10](=[CH:11][C:12]([O:13][CH3:14])=[C:3]([O:2][CH3:1])[CH:4]=3)[N:9]=[CH:8][CH:7]=2)=[C:17]([CH3:24])[C:18]=1[CH3:23])=[O:42])([CH3:46])[CH3:45], predict the reactants needed to synthesize it. The reactants are: [CH3:1][O:2][C:3]1[CH:4]=[C:5]2[C:10](=[CH:11][C:12]=1[O:13][CH3:14])[N:9]=[CH:8][CH:7]=[C:6]2[O:15][C:16]1[CH:22]=[CH:21][C:19]([NH2:20])=[C:18]([CH3:23])[C:17]=1[CH3:24].C(N(CC)CC)C.ClC(Cl)(O[C:36](=[O:42])OC(Cl)(Cl)Cl)Cl.[CH:44]([N:47]([CH:51]([CH3:53])[CH3:52])[CH2:48][CH2:49][NH2:50])([CH3:46])[CH3:45]. (9) Given the product [N:4]1[CH:5]=[CH:6][CH:7]=[C:2]([NH:1][C:17](=[O:18])[C:16]([CH3:21])([CH3:20])[CH3:15])[CH:3]=1, predict the reactants needed to synthesize it. The reactants are: [NH2:1][C:2]1[CH:3]=[N:4][CH:5]=[CH:6][CH:7]=1.C(N(CC)CC)C.[CH3:15][C:16]([CH3:21])([CH3:20])[C:17](Cl)=[O:18]. (10) The reactants are: C([NH:5][C:6]([NH:8][CH:9]([CH2:16]O)[CH2:10][C:11]1[S:15][CH:14]=[N:13][CH:12]=1)=[S:7])(C)(C)C.[ClH:18]. Given the product [ClH:18].[ClH:18].[S:15]1[C:11]([CH2:10][CH:9]2[CH2:16][S:7][C:6]([NH2:5])=[N:8]2)=[CH:12][N:13]=[CH:14]1, predict the reactants needed to synthesize it.